Dataset: Full USPTO retrosynthesis dataset with 1.9M reactions from patents (1976-2016). Task: Predict the reactants needed to synthesize the given product. (1) Given the product [F:8][C:9]([F:15])([F:14])[S:10]([OH:13])(=[O:12])=[O:11].[CH3:1][N:2]1[CH2:6][CH2:5][CH2:4][C:3]1=[O:7], predict the reactants needed to synthesize it. The reactants are: [CH3:1][N:2]1[CH2:6][CH2:5][CH2:4][C:3]1=[O:7].[F:8][C:9]([F:15])([F:14])[S:10]([O-:13])(=[O:12])=[O:11]. (2) Given the product [Br:13][C:14]1[CH:24]=[CH:23][C:17]([CH2:18][S:19]([NH:1][C:2]2[CH:11]=[CH:10][C:5]([C:6]([OH:8])=[O:7])=[C:4]([OH:12])[CH:3]=2)(=[O:21])=[O:20])=[CH:16][CH:15]=1, predict the reactants needed to synthesize it. The reactants are: [NH2:1][C:2]1[CH:3]=[C:4]([OH:12])[C:5](=[CH:10][CH:11]=1)[C:6]([O:8]C)=[O:7].[Br:13][C:14]1[CH:24]=[CH:23][C:17]([CH2:18][S:19](Cl)(=[O:21])=[O:20])=[CH:16][CH:15]=1. (3) The reactants are: Br[C:2]1[N:3]=[C:4]([C:9]2[N:10]([CH2:18][CH3:19])[C:11]3[CH:16]=[CH:15][N:14]=[CH:13][C:12]=3[N:17]=2)[C:5]([NH2:8])=[N:6][CH:7]=1.B([C:23]1[N:24]([C:32]([O:34]C(C)(C)C)=[O:33])[C:25]2[C:30]([CH:31]=1)=[CH:29][CH:28]=[CH:27][CH:26]=2)(O)O. Given the product [CH:32]([OH:34])=[O:33].[CH2:18]([N:10]1[C:11]2[CH:16]=[CH:15][N:14]=[CH:13][C:12]=2[N:17]=[C:9]1[C:4]1[C:5]([NH2:8])=[N:6][CH:7]=[C:2]([C:23]2[NH:24][C:25]3[C:30]([CH:31]=2)=[CH:29][CH:28]=[CH:27][CH:26]=3)[N:3]=1)[CH3:19], predict the reactants needed to synthesize it. (4) The reactants are: [NH2:1][C:2]1[CH:20]=[C:19]([C:21]#[N:22])[CH:18]=[CH:17][C:3]=1[CH2:4][NH:5][C:6](=[O:16])[C:7]1[CH:12]=[C:11]([O:13][CH3:14])[CH:10]=[C:9]([Cl:15])[CH:8]=1.Br[CH2:24][C:25]([O:27][CH2:28][CH3:29])=[O:26]. Given the product [CH2:28]([O:27][C:25](=[O:26])[CH2:24][NH:1][C:2]1[CH:20]=[C:19]([C:21]#[N:22])[CH:18]=[CH:17][C:3]=1[CH2:4][NH:5][C:6](=[O:16])[C:7]1[CH:12]=[C:11]([O:13][CH3:14])[CH:10]=[C:9]([Cl:15])[CH:8]=1)[CH3:29], predict the reactants needed to synthesize it.